From a dataset of Reaction yield outcomes from USPTO patents with 853,638 reactions. Predict the reaction yield, written as a fraction of the theoretical maximum amount of product (1.0 means a 100% yield; for example, 0.34 means a 34% yield). (1) The product is [ClH:30].[Br:1][C:2]1[C:27]([CH3:28])=[CH:26][C:5]([O:6][C@H:7]2[CH2:11][CH2:10][N:9]([CH:12]3[CH2:17][CH2:16][NH:15][CH2:14][CH2:13]3)[C:8]2=[O:25])=[C:4]([F:29])[CH:3]=1. The reactants are [Br:1][C:2]1[C:27]([CH3:28])=[CH:26][C:5]([O:6][C@H:7]2[CH2:11][CH2:10][N:9]([CH:12]3[CH2:17][CH2:16][N:15](C(OC(C)(C)C)=O)[CH2:14][CH2:13]3)[C:8]2=[O:25])=[C:4]([F:29])[CH:3]=1.[ClH:30]. The catalyst is C(Cl)Cl.CO.O1CCOCC1. The yield is 1.01. (2) The reactants are [C:1]([O:5][C:6]([NH:8][C@@H:9]([CH2:42][C:43]1[CH:48]=[CH:47][CH:46]=[CH:45][CH:44]=1)[CH2:10][C@@H:11]1[O:15][C:14]([CH3:17])([CH3:16])[N:13]([C:18]([O:20][CH2:21][C:22]2[CH:27]=[CH:26][CH:25]=[CH:24][CH:23]=2)=[O:19])[C@H:12]1[CH2:28][C:29]1[CH:34]=[CH:33][C:32](OC(=O)C(F)(F)F)=[CH:31][CH:30]=1)=[O:7])([CH3:4])([CH3:3])[CH3:2].[Li+].[Cl-].[CH3:51][C:52]1[CH:57]=[CH:56][N:55]=[C:54]([Sn](CCCC)(CCCC)CCCC)[CH:53]=1. The catalyst is CN(C=O)C.Cl[Pd](Cl)([P](C1C=CC=CC=1)(C1C=CC=CC=1)C1C=CC=CC=1)[P](C1C=CC=CC=1)(C1C=CC=CC=1)C1C=CC=CC=1. The product is [C:1]([O:5][C:6]([NH:8][C@@H:9]([CH2:42][C:43]1[CH:48]=[CH:47][CH:46]=[CH:45][CH:44]=1)[CH2:10][C@@H:11]1[O:15][C:14]([CH3:16])([CH3:17])[N:13]([C:18]([O:20][CH2:21][C:22]2[CH:27]=[CH:26][CH:25]=[CH:24][CH:23]=2)=[O:19])[C@H:12]1[CH2:28][C:29]1[CH:30]=[CH:31][C:32]([C:54]2[CH:53]=[C:52]([CH3:51])[CH:57]=[CH:56][N:55]=2)=[CH:33][CH:34]=1)=[O:7])([CH3:2])([CH3:3])[CH3:4]. The yield is 0.390. (3) The reactants are [F:1][C:2]1[CH:7]=[C:6]([CH3:8])[CH:5]=[CH:4][N:3]=1.[Br:9]N1C(=O)CCC1=O.C(OOC(=O)C1C=CC=CC=1)(=O)C1C=CC=CC=1. The catalyst is C(Cl)(Cl)(Cl)Cl.[W]. The product is [Br:9][CH2:8][C:6]1[CH:5]=[CH:4][N:3]=[C:2]([F:1])[CH:7]=1. The yield is 0.280.